This data is from hERG potassium channel inhibition data for cardiac toxicity prediction from Karim et al.. The task is: Regression/Classification. Given a drug SMILES string, predict its toxicity properties. Task type varies by dataset: regression for continuous values (e.g., LD50, hERG inhibition percentage) or binary classification for toxic/non-toxic outcomes (e.g., AMES mutagenicity, cardiotoxicity, hepatotoxicity). Dataset: herg_karim. (1) The molecule is CC(=O)c1nn(-c2ccc(Cl)cc2)/c(=N/c2nc(-c3ccccc3)cc(-c3ccccc3)c2C#N)s1. The result is 0 (non-blocker). (2) The drug is Cc1cc(Cl)ccc1OC1CCN(C[C@H](O)CNC(=O)c2c[nH]c(=O)c3ccc(S(C)(=O)=O)cc23)CC1. The result is 0 (non-blocker). (3) The drug is Clc1cnc2nc(N3CCN4CCC3CC4)oc2c1. The result is 1 (blocker).